The task is: Predict the reactants needed to synthesize the given product.. This data is from Full USPTO retrosynthesis dataset with 1.9M reactions from patents (1976-2016). (1) Given the product [F:26][C:2]([F:1])([F:25])[C:3]1[CH:7]=[CH:6][N:5]([CH2:8][C:9]([N:11]2[CH2:16][CH2:15][CH:14]([C:17]3[S:18][CH:19]=[C:20]([C:22]([O:24][CH2:30][CH2:29][C:28]([CH3:33])([CH3:32])[CH3:27])=[O:23])[N:21]=3)[CH2:13][CH2:12]2)=[O:10])[N:4]=1, predict the reactants needed to synthesize it. The reactants are: [F:1][C:2]([F:26])([F:25])[C:3]1[CH:7]=[CH:6][N:5]([CH2:8][C:9]([N:11]2[CH2:16][CH2:15][CH:14]([C:17]3[S:18][CH:19]=[C:20]([C:22]([OH:24])=[O:23])[N:21]=3)[CH2:13][CH2:12]2)=[O:10])[N:4]=1.[CH3:27][C:28]([CH3:33])([CH3:32])[CH2:29][CH2:30]O. (2) Given the product [NH2:1][C:4]1[CH:13]=[C:12]2[C:7]([CH:8]=[CH:9][N:10]=[CH:11]2)=[CH:6][CH:5]=1, predict the reactants needed to synthesize it. The reactants are: [N+:1]([C:4]1[CH:13]=[C:12]2[C:7]([CH2:8][CH2:9][NH:10][CH2:11]2)=[CH:6][CH:5]=1)([O-])=O. (3) Given the product [NH2:6][C:5]1[CH:15]=[CH:16][C:2]([C:22]2([OH:26])[CH2:25][CH2:24][CH2:23]2)=[CH:3][CH:4]=1, predict the reactants needed to synthesize it. The reactants are: Br[C:2]1[CH:16]=[CH:15][C:5]([N:6]([Si](C)(C)C)[Si](C)(C)C)=[CH:4][CH:3]=1.C([Li])CCC.[C:22]1(=[O:26])[CH2:25][CH2:24][CH2:23]1. (4) Given the product [CH3:24][O:25][C:26](=[O:46])[C:27]([C:30]1[CH:35]=[C:34]([C:2]2[CH:3]=[C:4]([NH:10][CH2:11][CH2:12][C:13]3[CH:18]=[CH:17][C:16]([O:19][C:20]([F:23])([F:22])[F:21])=[CH:15][CH:14]=3)[N:5]=[C:6]([O:8][CH3:9])[N:7]=2)[CH:33]=[CH:32][C:31]=1[F:45])([CH3:29])[CH3:28], predict the reactants needed to synthesize it. The reactants are: Cl[C:2]1[N:7]=[C:6]([O:8][CH3:9])[N:5]=[C:4]([NH:10][CH2:11][CH2:12][C:13]2[CH:18]=[CH:17][C:16]([O:19][C:20]([F:23])([F:22])[F:21])=[CH:15][CH:14]=2)[CH:3]=1.[CH3:24][O:25][C:26](=[O:46])[C:27]([C:30]1[CH:35]=[C:34](B2OC(C)(C)C(C)(C)O2)[CH:33]=[CH:32][C:31]=1[F:45])([CH3:29])[CH3:28].C([O-])([O-])=O.[Cs+].[Cs+]. (5) Given the product [Cl:12][C:11]1[N:10]=[C:17]([NH:3][CH3:2])[N:16]=[C:14]([N:37]2[C:38]3[C:33](=[CH:32][C:31]([C:29]([NH:28][CH2:27][C:21]4[CH:22]=[CH:23][C:24]([Cl:26])=[CH:25][C:20]=4[Cl:19])=[O:30])=[CH:40][CH:39]=3)[CH2:34][CH2:35][CH2:36]2)[N:13]=1, predict the reactants needed to synthesize it. The reactants are: C[CH2:2][N:3](C(C)C)C(C)C.[N:10]1[C:17](Cl)=[N:16][C:14](Cl)=[N:13][C:11]=1[Cl:12].[Cl:19][C:20]1[CH:25]=[C:24]([Cl:26])[CH:23]=[CH:22][C:21]=1[CH2:27][NH:28][C:29]([C:31]1[CH:32]=[C:33]2[C:38](=[CH:39][CH:40]=1)[NH:37][CH2:36][CH2:35][CH2:34]2)=[O:30].CN. (6) Given the product [CH2:23]([C:9]1([CH2:21][CH3:22])[C:10]2[C:15](=[CH:14][CH:13]=[CH:12][CH:11]=2)[C:16]([CH2:19][CH3:20])([CH2:17][CH3:18])[NH:8]1)[CH3:24], predict the reactants needed to synthesize it. The reactants are: C([N:8]1[C:16]([CH2:19][CH3:20])([CH2:17][CH3:18])[C:15]2[C:10](=[CH:11][CH:12]=[CH:13][CH:14]=2)[C:9]1([CH2:23][CH3:24])[CH2:21][CH3:22])C1C=CC=CC=1.[H][H].[OH-].[Na+].